The task is: Predict which catalyst facilitates the given reaction.. This data is from Catalyst prediction with 721,799 reactions and 888 catalyst types from USPTO. (1) Reactant: [CH3:1][O:2][C:3](=[O:13])[C:4]1[CH:9]=[CH:8][CH:7]=[C:6]([C:10](=[S:12])[NH2:11])[CH:5]=1.ClC[C:16](=[O:19])[CH2:17]Cl.[C:20]([O-])(O)=O.[Na+].C[O-].[Na+]. Product: [CH3:1][O:2][C:3](=[O:13])[C:4]1[CH:9]=[CH:8][CH:7]=[C:6]([C:10]2[S:12][CH:20]=[C:17]([CH2:16][OH:19])[N:11]=2)[CH:5]=1. The catalyst class is: 169. (2) Reactant: [CH3:1][O:2][C:3]1[CH:8]=[C:7]([O:9][CH3:10])[N:6]=[C:5]([N:11]2[C:15]3[CH:16]=[CH:17][CH:18]=[CH:19][C:14]=3[N:13]=[C:12]2S(C)(=O)=O)[N:4]=1.[CH3:24][O-:25].[Na+]. Product: [CH3:1][O:2][C:3]1[CH:8]=[C:7]([O:9][CH3:10])[N:6]=[C:5]([N:11]2[C:15]3[CH:16]=[CH:17][CH:18]=[CH:19][C:14]=3[N:13]=[C:12]2[O:25][CH3:24])[N:4]=1. The catalyst class is: 7. (3) Reactant: [C:1]([C:5]1[CH:10]=[CH:9][C:8]([C:11]2[NH:15][C:14]3[CH:16]=[CH:17][CH:18]=[C:19]([N:20]4[CH2:25][CH2:24][N:23]([CH2:26][C:27]5[CH:32]=[CH:31][C:30]([N+:33]([O-:35])=[O:34])=[C:29](F)[CH:28]=5)[CH2:22][CH2:21]4)[C:13]=3[N:12]=2)=[CH:7][CH:6]=1)([CH3:4])([CH3:3])[CH3:2].[NH2:37][CH2:38][C:39]1[CH:40]=[N:41][CH:42]=[CH:43][CH:44]=1. Product: [C:1]([C:5]1[CH:10]=[CH:9][C:8]([C:11]2[NH:15][C:14]3[CH:16]=[CH:17][CH:18]=[C:19]([N:20]4[CH2:25][CH2:24][N:23]([CH2:26][C:27]5[CH:32]=[CH:31][C:30]([N+:33]([O-:35])=[O:34])=[C:29]([NH:37][CH2:38][C:39]6[CH:40]=[N:41][CH:42]=[CH:43][CH:44]=6)[CH:28]=5)[CH2:22][CH2:21]4)[C:13]=3[N:12]=2)=[CH:7][CH:6]=1)([CH3:4])([CH3:3])[CH3:2]. The catalyst class is: 42. (4) Reactant: [CH:1]1(N=C=N)[CH2:6][CH2:5][CH2:4][CH2:3][CH2:2]1.N1(C(=O)CC(=C)[C:19]([OH:21])=[O:20])CCOCC1.C1C=CC2N([OH:33])N=NC=2C=1.O1C2C=CC=CC=2N=C1[C:43]([C@@H:45]([NH:49][C:50](=O)[CH:51](CS(CC1C=CC=CC=1C(F)(F)F)(=O)=O)CS(CC1C=CC=CC=1C(F)(F)F)(=O)=O)CCC)=[O:44].CCN([CH:89]([CH3:91])C)C(C)C.CC(OI1(OC(C)=O)(OC(C)=O)[O:105][C:103](=[O:104])[C:102]2[CH:101]=[CH:100][CH:99]=[CH:98][C:97]1=2)=O. Product: [CH2:89]([O:21][C:19](=[O:20])[C:102]([CH2:97][C:98]([N:49]1[CH2:45][CH2:43][O:44][CH2:51][CH2:50]1)=[O:33])([CH2:101][CH2:100][CH2:99][C:1]1[CH:2]=[CH:3][CH:4]=[CH:5][CH:6]=1)[C:103]([OH:105])=[O:104])[CH3:91]. The catalyst class is: 2. (5) Reactant: [CH3:1][S:2]([N:5]1[CH2:9][C@H:8]([S:10][CH2:11][C:12]2[CH:17]=[CH:16][C:15]([O:18][CH3:19])=[CH:14][CH:13]=2)[CH2:7][C@H:6]1[C:20]([OH:22])=[O:21])(=[O:4])=[O:3].[Li+].CC([N-]C(C)C)C.[CH2:31](Br)[C:32]1[CH:37]=[CH:36][CH:35]=[CH:34][CH:33]=1.OS([O-])(=O)=O.[K+].CCOC(C)=O. Product: [CH3:19][O:18][C:15]1[CH:16]=[CH:17][C:12]([CH2:11][S:10][C@H:8]2[CH2:9][N:5]([S:2]([CH2:1][CH2:31][C:32]3[CH:37]=[CH:36][CH:35]=[CH:34][CH:33]=3)(=[O:3])=[O:4])[C@H:6]([C:20]([OH:22])=[O:21])[CH2:7]2)=[CH:13][CH:14]=1. The catalyst class is: 1. (6) Product: [O:1]=[C:2]1[CH2:11][CH2:10][C:9]2[C:4](=[CH:5][CH:6]=[C:7]([CH2:12][NH:13][C:19](=[O:20])[O:18][C:15]([CH3:17])([CH3:16])[CH3:14])[CH:8]=2)[NH:3]1. Reactant: [O:1]=[C:2]1[CH2:11][CH2:10][C:9]2[C:4](=[CH:5][CH:6]=[C:7]([C:12]#[N:13])[CH:8]=2)[NH:3]1.[CH3:14][C:15]([O:18][C:19](O[C:19]([O:18][C:15]([CH3:17])([CH3:16])[CH3:14])=[O:20])=[O:20])([CH3:17])[CH3:16].[BH4-].[Na+]. The catalyst class is: 5. (7) Reactant: [Cl:1][C:2]1[CH:26]=[CH:25][C:5]([O:6][C:7]([N:9]([CH3:24])[C@H:10]2[CH2:15][CH2:14][C@H:13]([C:16]#[C:17][CH2:18]OS(C)(=O)=O)[CH2:12][CH2:11]2)=[O:8])=[CH:4][CH:3]=1.[CH3:27][NH:28][CH2:29][CH2:30][CH3:31]. Product: [Cl:1][C:2]1[CH:26]=[CH:25][C:5]([O:6][C:7](=[O:8])[N:9]([CH3:24])[C@H:10]2[CH2:15][CH2:14][C@H:13]([C:16]#[C:17][CH2:18][N:28]([CH3:27])[CH2:29][CH2:30][CH3:31])[CH2:12][CH2:11]2)=[CH:4][CH:3]=1. The catalyst class is: 44.